Task: Predict which catalyst facilitates the given reaction.. Dataset: Catalyst prediction with 721,799 reactions and 888 catalyst types from USPTO (1) Reactant: C(OC([N:8]1[CH2:13][CH2:12][CH:11]([NH:14][C:15]2[C:24]3[C:19](=[CH:20][C:21]([O:27][CH3:28])=[C:22]([O:25][CH3:26])[CH:23]=3)[N:18]=[C:17]([Cl:29])[N:16]=2)[CH2:10][CH2:9]1)=O)(C)(C)C. Product: [ClH:29].[ClH:29].[Cl:29][C:17]1[N:16]=[C:15]([NH:14][CH:11]2[CH2:10][CH2:9][NH:8][CH2:13][CH2:12]2)[C:24]2[C:19](=[CH:20][C:21]([O:27][CH3:28])=[C:22]([O:25][CH3:26])[CH:23]=2)[N:18]=1. The catalyst class is: 393. (2) Reactant: C[O:2][C:3]1[CH:8]=[CH:7][C:6]([CH2:9][C:10](=[O:12])[CH3:11])=[CH:5][CH:4]=1.Br. Product: [OH:2][C:3]1[CH:4]=[CH:5][C:6]([CH2:9][C:10](=[O:12])[CH3:11])=[CH:7][CH:8]=1. The catalyst class is: 15. (3) Reactant: [F:1][C:2]1[CH:7]=[CH:6][C:5]([N:8]2[C:13]([CH3:14])=[CH:12][CH:11]=[C:10]([C:15]#[N:16])[C:9]2=[O:17])=[CH:4][CH:3]=1.O1CCCC1.[Br:23]N1C(=O)CCC1=O.C(=O)([O-])O.[Na+]. Product: [Br:23][C:12]1[CH:11]=[C:10]([C:15]#[N:16])[C:9](=[O:17])[N:8]([C:5]2[CH:6]=[CH:7][C:2]([F:1])=[CH:3][CH:4]=2)[C:13]=1[CH3:14]. The catalyst class is: 115. (4) Product: [Br:15][C:11]1[CH:10]=[C:9]([CH:14]=[CH:13][CH:12]=1)[C:2]([CH3:8])([CH3:1])[C@@H:3]([C:4]([OH:6])=[O:5])[NH:17][CH3:16]. Reactant: [CH3:1][C:2]([C:9]1[CH:14]=[CH:13][CH:12]=[C:11]([Br:15])[CH:10]=1)([CH3:8])[C:3](=O)[C:4]([OH:6])=[O:5].[CH3:16][NH2:17].C([O-])(=O)C(C)=O.CO. The catalyst class is: 7.